Predict the reaction yield, written as a fraction of the theoretical maximum amount of product (1.0 means a 100% yield; for example, 0.34 means a 34% yield). From a dataset of Reaction yield outcomes from USPTO patents with 853,638 reactions. (1) The reactants are [NH2:1][CH2:2][C:3]1([OH:14])[CH2:8][CH2:7][N:6]([C:9]([O:11][CH2:12][CH3:13])=[O:10])[CH2:5][CH2:4]1.C(N(CC)CC)C.Cl[C:23]1[C:32]2[C:27](=[CH:28][CH:29]=[CH:30][CH:31]=2)[N:26]=[CH:25][C:24]=1[N+:33]([O-:35])=[O:34]. The catalyst is ClCCl. The product is [OH:14][C:3]1([CH2:2][NH:1][C:23]2[C:32]3[C:27](=[CH:28][CH:29]=[CH:30][CH:31]=3)[N:26]=[CH:25][C:24]=2[N+:33]([O-:35])=[O:34])[CH2:4][CH2:5][N:6]([C:9]([O:11][CH2:12][CH3:13])=[O:10])[CH2:7][CH2:8]1. The yield is 0.540. (2) The reactants are [CH3:1][O:2][CH2:3][CH2:4][O:5][CH2:6][CH2:7][O:8][C:9]1[CH:10]=[C:11]([CH:14]=[CH:15][CH:16]=1)[CH:12]=O.C(O)(=O)[CH2:18][C:19]([OH:21])=[O:20].N1CCCCC1. The catalyst is N1C=CC=CC=1. The product is [CH3:1][O:2][CH2:3][CH2:4][O:5][CH2:6][CH2:7][O:8][C:9]1[CH:10]=[C:11]([CH:12]=[CH:18][C:19]([OH:21])=[O:20])[CH:14]=[CH:15][CH:16]=1. The yield is 0.990. (3) The reactants are Br[CH2:2][C:3](=O)[CH2:4][CH2:5][CH2:6][CH2:7][CH3:8].[NH2:10][C:11]1[N:16]=[N:15][C:14]([N:17]2[CH2:22][CH2:21][N:20]([C:23]([C:25]3[CH:30]=[CH:29][CH:28]=[CH:27][C:26]=3[C:31]([F:34])([F:33])[F:32])=[O:24])[CH2:19][CH2:18]2)=[CH:13][CH:12]=1. No catalyst specified. The product is [CH2:4]([C:3]1[N:10]=[C:11]2[CH:12]=[CH:13][C:14]([N:17]3[CH2:18][CH2:19][N:20]([C:23]([C:25]4[CH:30]=[CH:29][CH:28]=[CH:27][C:26]=4[C:31]([F:34])([F:33])[F:32])=[O:24])[CH2:21][CH2:22]3)=[N:15][N:16]2[CH:2]=1)[CH2:5][CH2:6][CH2:7][CH3:8]. The yield is 0.620.